Dataset: Full USPTO retrosynthesis dataset with 1.9M reactions from patents (1976-2016). Task: Predict the reactants needed to synthesize the given product. (1) Given the product [F:10][C:4]1[CH:3]=[C:2]([Br:1])[CH:7]=[C:6]([F:8])[C:5]=1[O:9][CH:12]([CH3:11])[CH2:13][CH2:14][CH2:15][CH2:16][CH2:17][CH3:18], predict the reactants needed to synthesize it. The reactants are: [Br:1][C:2]1[CH:7]=[C:6]([F:8])[C:5]([OH:9])=[C:4]([F:10])[CH:3]=1.[CH3:11][C@H:12](O)[CH2:13][CH2:14][CH2:15][CH2:16][CH2:17][CH3:18].C1(P(C2C=CC=CC=2)C2C=CC=CC=2)C=CC=CC=1.N(C(OC(C)C)=O)=NC(OC(C)C)=O. (2) Given the product [Br:8][C:5]1[CH:6]=[CH:7][C:2]([N:9]2[CH2:14][CH2:13][O:12][CH2:11][C:10]2=[O:15])=[CH:3][CH:4]=1, predict the reactants needed to synthesize it. The reactants are: Br[C:2]1[CH:7]=[CH:6][C:5]([Br:8])=[CH:4][CH:3]=1.[NH:9]1[CH2:14][CH2:13][O:12][CH2:11][C:10]1=[O:15].P([O-])([O-])([O-])=O.[K+].[K+].[K+].CNCCNC. (3) The reactants are: [N:1]1([C:5]2[N:10]=[C:9]([CH2:11][N:12]3[C@@H:16]([CH3:17])[C@@H:15]([C:18]4[CH:23]=[C:22]([C:24]([F:27])([F:26])[F:25])[CH:21]=[C:20]([C:28]([F:31])([F:30])[F:29])[CH:19]=4)[O:14][C:13]3=[O:32])[C:8](Br)=[CH:7][CH:6]=2)[CH2:4][CH2:3][CH2:2]1.[CH3:34][O:35][C:36]1[CH:41]=[CH:40][C:39]([CH2:42][OH:43])=[CH:38][C:37]=1B1OC(C)(C)C(C)(C)O1.C(=O)([O-])[O-].[K+].[K+]. Given the product [N:1]1([C:5]2[N:10]=[C:9]([CH2:11][N:12]3[C@@H:16]([CH3:17])[C@@H:15]([C:18]4[CH:23]=[C:22]([C:24]([F:27])([F:26])[F:25])[CH:21]=[C:20]([C:28]([F:31])([F:30])[F:29])[CH:19]=4)[O:14][C:13]3=[O:32])[C:8]([C:37]3[CH:38]=[C:39]([CH2:42][OH:43])[CH:40]=[CH:41][C:36]=3[O:35][CH3:34])=[CH:7][CH:6]=2)[CH2:4][CH2:3][CH2:2]1, predict the reactants needed to synthesize it. (4) Given the product [N:28]1([CH2:27][CH2:26][O:25][C:22]2[CH:21]=[CH:20][C:19]([CH2:18][N:14]3[C:15]4[C:11](=[CH:10][C:9]([OH:8])=[CH:17][CH:16]=4)[C:12]([CH3:49])=[C:13]3[C:35]3[CH:36]=[CH:37][C:38]([OH:41])=[CH:39][CH:40]=3)=[CH:24][CH:23]=2)[CH2:34][CH2:33][CH2:32][CH2:31][CH2:30][CH2:29]1, predict the reactants needed to synthesize it. The reactants are: C([O:8][C:9]1[CH:10]=[C:11]2[C:15](=[CH:16][CH:17]=1)[N:14]([CH2:18][C:19]1[CH:24]=[CH:23][C:22]([O:25][CH2:26][CH2:27][N:28]3[CH2:34][CH2:33][CH2:32][CH2:31][CH2:30][CH2:29]3)=[CH:21][CH:20]=1)[C:13]([C:35]1[CH:40]=[CH:39][C:38]([O:41]CC3C=CC=CC=3)=[CH:37][CH:36]=1)=[C:12]2[CH3:49])C1C=CC=CC=1. (5) The reactants are: [Cl:1][C:2]1[CH:3]=[C:4]2[C:9](=[CH:10][C:11]=1[C:12]([OH:14])=O)[N:8]=[CH:7][N:6]=[C:5]2[NH:15][CH:16]([C:18]1[NH:22][C:21]2[CH:23]=[CH:24][C:25]([Cl:27])=[CH:26][C:20]=2[N:19]=1)[CH3:17].FC1C(OC(N(C)C)=[N+](C)C)=C(F)C(F)=C(F)C=1F.F[P-](F)(F)(F)(F)F.C(N(C(C)C)CC)(C)C.[CH3:63][NH:64][C:65]([C@@H:67]1[CH2:71][CH2:70][CH2:69][NH:68]1)=[O:66]. Given the product [Cl:1][C:2]1[CH:3]=[C:4]2[C:9](=[CH:10][C:11]=1[C:12]([N:68]1[CH2:69][CH2:70][CH2:71][C@H:67]1[C:65]([NH:64][CH3:63])=[O:66])=[O:14])[N:8]=[CH:7][N:6]=[C:5]2[NH:15][CH:16]([C:18]1[NH:22][C:21]2[CH:20]=[CH:26][C:25]([Cl:27])=[CH:24][C:23]=2[N:19]=1)[CH3:17], predict the reactants needed to synthesize it. (6) Given the product [ClH:1].[Cl:1][C:2]1[CH:3]=[C:4]([C:12]2[O:16][N:15]=[C:14]([C:17]3[C:27]4[CH2:26][CH2:25][NH:24][CH2:23][CH2:22][C:21]=4[CH:20]=[CH:19][CH:18]=3)[N:13]=2)[CH:5]=[CH:6][C:7]=1[O:8][CH:9]([CH3:10])[CH3:11], predict the reactants needed to synthesize it. The reactants are: [Cl:1][C:2]1[CH:3]=[C:4]([C:12]2[O:16][N:15]=[C:14]([C:17]3[C:27]4[CH2:26][CH2:25][N:24](C(OC(C)(C)C)=O)[CH2:23][CH2:22][C:21]=4[CH:20]=[CH:19][CH:18]=3)[N:13]=2)[CH:5]=[CH:6][C:7]=1[O:8][CH:9]([CH3:11])[CH3:10].FC(F)(F)C(O)=O.